From a dataset of Forward reaction prediction with 1.9M reactions from USPTO patents (1976-2016). Predict the product of the given reaction. (1) Given the reactants [F:1][C:2]1([F:25])[CH2:7][CH2:6][CH:5]([CH2:8][C@H:9]2[CH2:14][C@H:13]([C:15]3[O:19][NH:18][C:17](=[O:20])[CH:16]=3)[CH2:12][CH2:11][N:10]2C(OC)=O)[CH2:4][CH2:3]1.Br, predict the reaction product. The product is: [F:25][C:2]1([F:1])[CH2:7][CH2:6][CH:5]([CH2:8][C@H:9]2[CH2:14][C@H:13]([C:15]3[O:19][NH:18][C:17](=[O:20])[CH:16]=3)[CH2:12][CH2:11][NH:10]2)[CH2:4][CH2:3]1. (2) Given the reactants [Cl:1][C:2]1[N:3]=[C:4]([Cl:20])[C:5]2[C:10](I)=[CH:9][N:8]([CH2:12][O:13][CH2:14][CH2:15][Si:16]([CH3:19])([CH3:18])[CH3:17])[C:6]=2[N:7]=1.[CH3:21][C:22]1[O:23][C:24]2[CH:30]=[C:29](B3OC(C)(C)C(C)(C)O3)[CH:28]=[CH:27][C:25]=2[N:26]=1.C(Cl)Cl.C(=O)([O-])[O-].[Na+].[Na+], predict the reaction product. The product is: [Cl:1][C:2]1[N:3]=[C:4]([Cl:20])[C:5]2[C:10]([C:29]3[CH:28]=[CH:27][C:25]4[N:26]=[C:22]([CH3:21])[O:23][C:24]=4[CH:30]=3)=[CH:9][N:8]([CH2:12][O:13][CH2:14][CH2:15][Si:16]([CH3:19])([CH3:18])[CH3:17])[C:6]=2[N:7]=1. (3) The product is: [CH3:1][O:2][C:3]1[CH:4]=[C:5]([CH2:11][CH2:12][CH2:13][N:29]2[CH2:30][CH2:31][CH:26]([C:22]3[CH:21]=[C:20]([NH:19][C:17](=[O:18])[CH:16]([CH3:15])[CH3:32])[CH:25]=[CH:24][CH:23]=3)[CH2:27][CH2:28]2)[CH:6]=[CH:7][C:8]=1[O:9][CH3:10]. Given the reactants [CH3:1][O:2][C:3]1[CH:4]=[C:5]([CH2:11][CH2:12][CH2:13]O)[CH:6]=[CH:7][C:8]=1[O:9][CH3:10].[CH3:15][CH:16]([CH3:32])[C:17]([NH:19][C:20]1[CH:25]=[CH:24][CH:23]=[C:22]([CH:26]2[CH2:31][CH2:30][NH:29][CH2:28][CH2:27]2)[CH:21]=1)=[O:18], predict the reaction product. (4) Given the reactants [F:1][C:2]1[CH:10]=[C:9]([C:11]([F:14])([F:13])[F:12])[CH:8]=[CH:7][C:3]=1C(O)=O.C([N:17](CC)CC)C.C1(P(N=[N+]=[N-])(C2C=CC=CC=2)=O)C=CC=CC=1, predict the reaction product. The product is: [F:1][C:2]1[CH:10]=[C:9]([C:11]([F:14])([F:13])[F:12])[CH:8]=[CH:7][C:3]=1[NH2:17].